From a dataset of Catalyst prediction with 721,799 reactions and 888 catalyst types from USPTO. Predict which catalyst facilitates the given reaction. (1) Reactant: [CH3:1][C:2]1[CH:10]=[C:9]([CH3:11])[CH:8]=[CH:7][C:3]=1[C:4]([OH:6])=[O:5].II.[I:14]([O-])(=O)(=O)=O.[Na+].S(=O)(=O)(O)O. Product: [I:14][C:8]1[C:9]([CH3:11])=[CH:10][C:2]([CH3:1])=[C:3]([CH:7]=1)[C:4]([OH:6])=[O:5]. The catalyst class is: 211. (2) Reactant: Cl.[NH2:2][C:3]1[CH:8]=[N:7][CH:6]=[CH:5][N:4]=1.[F:9][C:10]([F:34])([F:33])[CH2:11][N:12]1[C:16]([C:17]2[CH:18]=[C:19]3[N:25]([N:26]=2)[C:24]2[CH:27]=[C:28]([CH:31]=O)[CH:29]=[CH:30][C:23]=2[O:22][CH2:21][CH2:20]3)=[N:15][CH:14]=[N:13]1. Product: [F:33][C:10]([F:9])([F:34])[CH2:11][N:12]1[C:16]([C:17]2[CH:18]=[C:19]3[N:25]([C:24]4[CH:27]=[C:28]([CH2:31][NH:2][C:3]5[CH:8]=[N:7][CH:6]=[CH:5][N:4]=5)[CH:29]=[CH:30][C:23]=4[O:22][CH2:21][CH2:20]3)[N:26]=2)=[N:15][CH:14]=[N:13]1. The catalyst class is: 27. (3) Reactant: CN1CCOCC1.[F:8][C:9]([F:18])([F:17])[C:10]1[CH:16]=[CH:15][CH:14]=[CH:13][C:11]=1[NH2:12].[O:19]=[C:20]1[CH2:37][CH2:36][C@@:35]2([CH3:38])[C:22]([CH2:23][CH2:24][C@@H:25]3[C@@H:34]2[CH2:33][CH2:32][C@@:30]2([CH3:31])[C@H:26]3[CH2:27][CH2:28][C@@H:29]2[C:39](Cl)=[O:40])=[CH:21]1. Product: [O:19]=[C:20]1[CH2:37][CH2:36][C@@:35]2([CH3:38])[C:22]([CH2:23][CH2:24][C@@H:25]3[C@@H:34]2[CH2:33][CH2:32][C@@:30]2([CH3:31])[C@H:26]3[CH2:27][CH2:28][C@@H:29]2[C:39]([NH:12][C:11]2[CH:13]=[CH:14][CH:15]=[CH:16][C:10]=2[C:9]([F:17])([F:18])[F:8])=[O:40])=[CH:21]1. The catalyst class is: 2. (4) Reactant: [CH2:1]([N:3]([C:10]1[CH:15]=[CH:14][CH:13]=[C:12]([O:16][CH2:17][C:18]2[CH:23]=[CH:22][C:21]([C:24]3[CH:29]=[C:28]([O:30][CH3:31])[CH:27]=[CH:26][C:25]=3[F:32])=[C:20]([CH2:33][C:34]([CH3:37])([CH3:36])[CH3:35])[N:19]=2)[CH:11]=1)[CH2:4][C:5]([O:7]CC)=[O:6])[CH3:2].[OH-].[Na+].Cl. Product: [CH3:36][C:34]([CH3:35])([CH3:37])[CH2:33][C:20]1[N:19]=[C:18]([CH2:17][O:16][C:12]2[CH:11]=[C:10]([N:3]([CH2:1][CH3:2])[CH2:4][C:5]([OH:7])=[O:6])[CH:15]=[CH:14][CH:13]=2)[CH:23]=[CH:22][C:21]=1[C:24]1[CH:29]=[C:28]([O:30][CH3:31])[CH:27]=[CH:26][C:25]=1[F:32]. The catalyst class is: 8. (5) Reactant: C1(P(C2C=CC=CC=2)C2C=CC=CC=2)C=CC=CC=1.[I:20]I.N1C=CN=C1.[Br:27][C:28]1[CH:29]=[CH:30][C:31]([CH2:36][CH2:37][C:38]2[CH:43]=[CH:42][CH:41]=[C:40]([O:44][CH3:45])[C:39]=2[CH3:46])=[C:32]([CH2:34]O)[CH:33]=1. Product: [Br:27][C:28]1[CH:29]=[CH:30][C:31]([CH2:36][CH2:37][C:38]2[CH:43]=[CH:42][CH:41]=[C:40]([O:44][CH3:45])[C:39]=2[CH3:46])=[C:32]([CH2:34][I:20])[CH:33]=1. The catalyst class is: 4. (6) The catalyst class is: 30. Reactant: [C:1]([O:5][C:6](=[O:15])[NH:7][C@H:8]1[CH2:13][CH2:12][C@H:11]([OH:14])[CH2:10][CH2:9]1)([CH3:4])([CH3:3])[CH3:2].[CH2:16]1OCCOCCOCCOCCOC1.[H-].[Na+].IC. Product: [C:1]([O:5][C:6](=[O:15])[NH:7][C@H:8]1[CH2:9][CH2:10][C@H:11]([O:14][CH3:16])[CH2:12][CH2:13]1)([CH3:4])([CH3:2])[CH3:3].